From a dataset of Catalyst prediction with 721,799 reactions and 888 catalyst types from USPTO. Predict which catalyst facilitates the given reaction. (1) The catalyst class is: 95. Product: [F:1][C:2]1[CH:7]=[CH:6][CH:5]=[C:4]([F:8])[C:3]=1[C:9]#[C:10][C:11]1[CH:12]=[CH:13][C:14]([NH:15][CH3:18])=[CH:16][CH:17]=1. Reactant: [F:1][C:2]1[CH:7]=[CH:6][CH:5]=[C:4]([F:8])[C:3]=1[C:9]#[C:10][C:11]1[CH:17]=[CH:16][C:14]([NH2:15])=[CH:13][CH:12]=1.[C:18](=O)([O-])[O-].[K+].[K+].IC. (2) Reactant: CN(C(ON1N=NC2C=CC=NC1=2)=[N+](C)C)C.F[P-](F)(F)(F)(F)F.[C:25]([C:29]1[CH:30]=[C:31]([NH:40][C:41]([NH:43][C:44]2[C:53]3[C:48](=[CH:49][CH:50]=[CH:51][CH:52]=3)[C:47]([O:54][C:55]3[CH:60]=[CH:59][N:58]=[C:57]([NH:61][CH2:62][C:63]4[CH:68]=[CH:67][CH:66]=[CH:65][N:64]=4)[CH:56]=3)=[CH:46][CH:45]=2)=[O:42])[C:32]([O:38][CH3:39])=[C:33]([CH:37]=1)[C:34]([OH:36])=O)([CH3:28])([CH3:27])[CH3:26].CCN(CC)CC.[O:76]1[CH2:79][CH:78]([NH2:80])[CH2:77]1. Product: [C:25]([C:29]1[CH:30]=[C:31]([NH:40][C:41]([NH:43][C:44]2[C:53]3[C:48](=[CH:49][CH:50]=[CH:51][CH:52]=3)[C:47]([O:54][C:55]3[CH:60]=[CH:59][N:58]=[C:57]([NH:61][CH2:62][C:63]4[CH:68]=[CH:67][CH:66]=[CH:65][N:64]=4)[CH:56]=3)=[CH:46][CH:45]=2)=[O:42])[C:32]([O:38][CH3:39])=[C:33]([CH:37]=1)[C:34]([NH:80][CH:78]1[CH2:79][O:76][CH2:77]1)=[O:36])([CH3:28])([CH3:26])[CH3:27]. The catalyst class is: 39. (3) Reactant: [S:1]1[CH:5]=[CH:4][CH:3]=[C:2]1[S:6](Cl)(=[O:8])=[O:7].Cl.[CH2:11]([C@H:18]1[CH2:23][NH:22][CH2:21][CH2:20][NH:19]1)[C:12]1[CH:17]=[CH:16][CH:15]=[CH:14][CH:13]=1.CCN(C(C)C)C(C)C. Product: [CH2:11]([C@@H:18]1[NH:19][CH2:20][CH2:21][N:22]([S:6]([C:2]2[S:1][CH:5]=[CH:4][CH:3]=2)(=[O:8])=[O:7])[CH2:23]1)[C:12]1[CH:13]=[CH:14][CH:15]=[CH:16][CH:17]=1. The catalyst class is: 2. (4) Reactant: [C:1]12([CH2:11][OH:12])[CH2:10][CH:5]3[CH2:6][CH:7]([CH2:9][CH:3]([CH2:4]3)[CH2:2]1)[CH2:8]2.[Br:13][C:14]([F:19])([F:18])[C:15](Cl)=[O:16].C(N(CC)CC)C. Product: [C:1]12([CH2:11][O:12][C:15](=[O:16])[C:14]([Br:13])([F:19])[F:18])[CH2:8][CH:7]3[CH2:6][CH:5]([CH2:4][CH:3]([CH2:9]3)[CH2:2]1)[CH2:10]2. The catalyst class is: 27. (5) Reactant: [NH2:1][CH:2]([CH2:5][OH:6])[CH2:3][OH:4].[CH3:7][O-:8].[Na+].CO[C:12]([C:14]1[CH:19]=[C:18]([NH2:20])[CH:17]=[C:16]([C:21]([O:23]C)=O)[CH:15]=1)=[O:13]. Product: [NH2:20][C:18]1[CH:19]=[C:14]([C:12]([NH:1][CH:2]([CH2:3][OH:4])[CH2:7][OH:8])=[O:13])[CH:15]=[C:16]([C:21]([NH:1][CH:2]([CH2:5][OH:6])[CH2:3][OH:4])=[O:23])[CH:17]=1. The catalyst class is: 5. (6) Reactant: C([O:8][C:9]1[CH:17]=[C:16]2[C:12]([CH:13]=[CH:14][N:15]2[C:18]([O:20][C:21]([CH3:24])([CH3:23])[CH3:22])=[O:19])=[CH:11][CH:10]=1)C1C=CC=CC=1. Product: [C:21]([O:20][C:18]([N:15]1[C:16]2[C:12](=[CH:11][CH:10]=[C:9]([OH:8])[CH:17]=2)[CH2:13][CH2:14]1)=[O:19])([CH3:24])([CH3:22])[CH3:23]. The catalyst class is: 29. (7) The catalyst class is: 3. Reactant: [C:1]([O:4][CH2:5][CH2:6][CH2:7][N:8]1[CH2:13][CH2:12][CH:11]([C:14]2[C:19]([C:20]#[N:21])=[C:18]([SH:22])[N:17]=[C:16]([NH2:23])[C:15]=2[C:24]#[N:25])[CH2:10][CH2:9]1)(=[O:3])[CH3:2].Cl[CH2:27][C:28]1[N:29]=[C:30]([C:33]2[CH:38]=[CH:37][C:36]([Cl:39])=[CH:35][CH:34]=2)[S:31][CH:32]=1.C(=O)(O)[O-].[Na+]. Product: [C:1]([O:4][CH2:5][CH2:6][CH2:7][N:8]1[CH2:13][CH2:12][CH:11]([C:14]2[C:19]([C:20]#[N:21])=[C:18]([S:22][CH2:27][C:28]3[N:29]=[C:30]([C:33]4[CH:38]=[CH:37][C:36]([Cl:39])=[CH:35][CH:34]=4)[S:31][CH:32]=3)[N:17]=[C:16]([NH2:23])[C:15]=2[C:24]#[N:25])[CH2:10][CH2:9]1)(=[O:3])[CH3:2].